Task: Predict the reactants needed to synthesize the given product.. Dataset: Full USPTO retrosynthesis dataset with 1.9M reactions from patents (1976-2016) Given the product [Cl:1][C:2]1[N:3]=[C:4]([N:13]2[CH2:18][CH2:17][O:16][CH2:15][CH2:14]2)[C:5]2[S:10][C:9]([CH2:11][NH:25][CH3:24])=[CH:8][C:6]=2[N:7]=1, predict the reactants needed to synthesize it. The reactants are: [Cl:1][C:2]1[N:3]=[C:4]([N:13]2[CH2:18][CH2:17][O:16][CH2:15][CH2:14]2)[C:5]2[S:10][C:9]([CH:11]=O)=[CH:8][C:6]=2[N:7]=1.C1COCC1.[CH3:24][NH2:25].